Dataset: Forward reaction prediction with 1.9M reactions from USPTO patents (1976-2016). Task: Predict the product of the given reaction. Given the reactants Br[C:2]1[CH:11]=[C:10]2[C:5]([CH2:6][CH2:7][N:8]([C:12]3[CH:17]=[C:16]([N:18]4[CH2:23][CH2:22][N:21]([CH3:24])[CH2:20][CH2:19]4)[N:15]=[C:14]([NH2:25])[N:13]=3)[CH2:9]2)=[CH:4][CH:3]=1.[OH:26][C:27]1([C:33]2[CH:38]=[CH:37][CH:36]=[CH:35][CH:34]=2)[CH2:32][CH2:31][NH:30][CH2:29][CH2:28]1, predict the reaction product. The product is: [NH2:25][C:14]1[N:13]=[C:12]([N:8]2[CH2:7][CH2:6][C:5]3[C:10](=[CH:11][C:2]([N:30]4[CH2:29][CH2:28][C:27]([C:33]5[CH:38]=[CH:37][CH:36]=[CH:35][CH:34]=5)([OH:26])[CH2:32][CH2:31]4)=[CH:3][CH:4]=3)[CH2:9]2)[CH:17]=[C:16]([N:18]2[CH2:23][CH2:22][N:21]([CH3:24])[CH2:20][CH2:19]2)[N:15]=1.